The task is: Predict the reactants needed to synthesize the given product.. This data is from Full USPTO retrosynthesis dataset with 1.9M reactions from patents (1976-2016). Given the product [F:15][CH:11]([F:16])[O:1][C:2]1[N:7]=[C:6]([CH:8]=[O:9])[CH:5]=[CH:4][CH:3]=1, predict the reactants needed to synthesize it. The reactants are: [OH:1][C:2]1[N:7]=[C:6]([CH:8]=[O:9])[CH:5]=[CH:4][CH:3]=1.Cl[C:11]([F:16])([F:15])C([O-])=O.[Na+].